Dataset: Full USPTO retrosynthesis dataset with 1.9M reactions from patents (1976-2016). Task: Predict the reactants needed to synthesize the given product. Given the product [CH:10]1([C:8]2[S:9][C:5]3[CH:4]=[CH:3][C:2]([C:23]4[CH2:24][CH2:25][C@:21]([C:17]5[CH:18]=[CH:19][CH:20]=[C:15]([F:14])[C:16]=5[CH3:46])([C:34]([O:36][CH2:37][C:38]5[CH:43]=[CH:42][C:41]([O:44][CH3:45])=[CH:40][CH:39]=5)=[O:35])[CH:22]=4)=[CH:13][C:6]=3[N:7]=2)[CH2:12][CH2:11]1, predict the reactants needed to synthesize it. The reactants are: Br[C:2]1[CH:3]=[CH:4][C:5]2[S:9][C:8]([CH:10]3[CH2:12][CH2:11]3)=[N:7][C:6]=2[CH:13]=1.[F:14][C:15]1[C:16]([CH3:46])=[C:17]([C@:21]2([C:34]([O:36][CH2:37][C:38]3[CH:43]=[CH:42][C:41]([O:44][CH3:45])=[CH:40][CH:39]=3)=[O:35])[CH2:25][CH2:24][C:23](OS(C(F)(F)F)(=O)=O)=[CH:22]2)[CH:18]=[CH:19][CH:20]=1.